From a dataset of Reaction yield outcomes from USPTO patents with 853,638 reactions. Predict the reaction yield, written as a fraction of the theoretical maximum amount of product (1.0 means a 100% yield; for example, 0.34 means a 34% yield). (1) The reactants are [F:1][C:2]1[CH:7]=[C:6]([N+:8]([O-])=O)[CH:5]=[C:4](I)[CH:3]=1.C([O-])(=O)C.[Na+].[C:17]([O:21][CH3:22])(=[O:20])[CH:18]=[CH2:19].C(O)(=O)C. The catalyst is C(O)C.C([O-])(=O)C.[Pd+2].C([O-])(=O)C.[Fe].O.CN1CCCC1=O. The product is [NH2:8][C:6]1[CH:5]=[C:4](/[CH:19]=[CH:18]/[C:17]([O:21][CH3:22])=[O:20])[CH:3]=[C:2]([F:1])[CH:7]=1. The yield is 0.740. (2) The reactants are Br[C:2]1[CH:7]=[CH:6][C:5]([C:8]2([O:11][CH2:12][C:13]3[CH:18]=[CH:17][CH:16]=[CH:15][CH:14]=3)[CH2:10][CH2:9]2)=[C:4]([CH3:19])[CH:3]=1.[CH3:20][Si:21]([C:24]#[CH:25])([CH3:23])[CH3:22]. The catalyst is C(N(CC)CC)C.[Cu]I.Cl[Pd](Cl)([P](C1C=CC=CC=1)(C1C=CC=CC=1)C1C=CC=CC=1)[P](C1C=CC=CC=1)(C1C=CC=CC=1)C1C=CC=CC=1. The product is [CH2:12]([O:11][C:8]1([C:5]2[CH:6]=[CH:7][C:2]([C:25]#[C:24][Si:21]([CH3:23])([CH3:22])[CH3:20])=[CH:3][C:4]=2[CH3:19])[CH2:10][CH2:9]1)[C:13]1[CH:18]=[CH:17][CH:16]=[CH:15][CH:14]=1. The yield is 0.890. (3) The catalyst is O. The reactants are C(Cl)Cl.C(N(CC)CC)C.C(O)=O.[C:14]([NH:33][CH:34]([C:40](=[O:56])[CH2:41][CH2:42][CH2:43][CH2:44][CH2:45][CH2:46][CH2:47][CH2:48][CH2:49][CH2:50][CH2:51][CH2:52][CH2:53][CH2:54][CH3:55])[C:35]([O:37][CH2:38][CH3:39])=[O:36])(=[O:32])[CH2:15][CH2:16][CH2:17][CH2:18][CH2:19][CH2:20][CH2:21][CH2:22][CH2:23][CH2:24][CH2:25][CH2:26][CH2:27][CH2:28][CH2:29][CH2:30][CH3:31]. The yield is 0.900. The product is [C:14]([NH:33][C@H:34]([C@H:40]([OH:56])[CH2:41][CH2:42][CH2:43][CH2:44][CH2:45][CH2:46][CH2:47][CH2:48][CH2:49][CH2:50][CH2:51][CH2:52][CH2:53][CH2:54][CH3:55])[C:35]([O:37][CH2:38][CH3:39])=[O:36])(=[O:32])[CH2:15][CH2:16][CH2:17][CH2:18][CH2:19][CH2:20][CH2:21][CH2:22][CH2:23][CH2:24][CH2:25][CH2:26][CH2:27][CH2:28][CH2:29][CH2:30][CH3:31]. (4) The reactants are [C:1]([OH:5])(=[O:4])[CH:2]=[CH2:3].[C:6]([O:10][CH3:11])(=[O:9])[CH:7]=[CH2:8].C(OC(C)COC)(=O)C.CC(N=NC(C#N)(C)C)(C#N)C. The catalyst is CC(CC(C)C)=O. The product is [C:1]([OH:5])(=[O:4])[CH:2]=[CH2:3].[C:6]([O:10][CH3:11])(=[O:9])[CH:7]=[CH2:8]. The yield is 0.540. (5) The reactants are Br.[CH2:2]([C:4]1[N:5]=[C:6]([C@@H:9]([NH2:20])[CH2:10][C:11]2[CH:16]=[CH:15][C:14]([N+:17]([O-:19])=[O:18])=[CH:13][CH:12]=2)[S:7][CH:8]=1)[CH3:3].[C:21]1([C:27]([C:32]2[CH:37]=[CH:36][CH:35]=[CH:34][CH:33]=2)(C)[C:28]([OH:30])=O)[CH:26]=[CH:25][CH:24]=[CH:23][CH:22]=1.ON1C2C=CC=C[C:42]=2N=N1.CN(C)CCCN=C=NCC.C(N(CC)CC)C. The catalyst is CN(C=O)C.O. The product is [CH2:2]([C:4]1[N:5]=[C:6]([CH:9]([NH:20][C:28](=[O:30])[C@H:27]([C:32]2[CH:33]=[CH:34][CH:35]=[CH:36][CH:37]=2)[CH2:21][C:26]2[CH:42]=[CH:22][CH:23]=[CH:24][CH:25]=2)[CH2:10][C:11]2[CH:16]=[CH:15][C:14]([N+:17]([O-:19])=[O:18])=[CH:13][CH:12]=2)[S:7][CH:8]=1)[CH3:3]. The yield is 0.700. (6) The catalyst is O.C1C=CC([P]([Pd]([P](C2C=CC=CC=2)(C2C=CC=CC=2)C2C=CC=CC=2)([P](C2C=CC=CC=2)(C2C=CC=CC=2)C2C=CC=CC=2)[P](C2C=CC=CC=2)(C2C=CC=CC=2)C2C=CC=CC=2)(C2C=CC=CC=2)C2C=CC=CC=2)=CC=1. The yield is 0.550. The reactants are [CH2:1]([N:8]1[CH2:18][CH:17]2[CH2:19][CH:10]([C:11]3[CH:12]=[CH:13][CH:14]=[C:15](I)[C:16]=32)[CH2:9]1)[C:2]1[CH:7]=[CH:6][CH:5]=[CH:4][CH:3]=1.C([O-])(=O)C.[K+].[C:26]1(B(O)O)[CH:31]=[CH:30][CH:29]=[CH:28][CH:27]=1.C(O)C.O. The product is [CH2:1]([N:8]1[CH2:18][CH:17]2[CH2:19][CH:10]([C:11]3[CH:12]=[CH:13][CH:14]=[C:15]([C:26]4[CH:31]=[CH:30][CH:29]=[CH:28][CH:27]=4)[C:16]=32)[CH2:9]1)[C:2]1[CH:7]=[CH:6][CH:5]=[CH:4][CH:3]=1.